The task is: Predict the reaction yield, written as a fraction of the theoretical maximum amount of product (1.0 means a 100% yield; for example, 0.34 means a 34% yield).. This data is from Reaction yield outcomes from USPTO patents with 853,638 reactions. (1) The reactants are [C:1]([N:8]1[CH2:13][CH2:12][N:11]([C:14]([NH:16][C:17]2[CH:26]=[CH:25][CH:24]=[CH:23][C:18]=2[C:19]([O:21]C)=[O:20])=[O:15])[CH2:10][CH2:9]1)([O:3][C:4]([CH3:7])([CH3:6])[CH3:5])=[O:2].[OH-].[Na+]. The catalyst is CO. The product is [C:1]([N:8]1[CH2:13][CH2:12][N:11]([C:14]([NH:16][C:17]2[CH:26]=[CH:25][CH:24]=[CH:23][C:18]=2[C:19]([OH:21])=[O:20])=[O:15])[CH2:10][CH2:9]1)([O:3][C:4]([CH3:7])([CH3:6])[CH3:5])=[O:2]. The yield is 0.870. (2) The reactants are [F:1][C:2]([F:30])([F:29])[O:3][C:4]1[CH:9]=[CH:8][C:7]([N:10]2[CH:14]=[N:13][C:12]([C:15]3[CH:20]=[CH:19][C:18](/[C:21](/[CH3:28])=[CH:22]/[C:23]([O:25]CC)=[O:24])=[CH:17][CH:16]=3)=[N:11]2)=[CH:6][CH:5]=1.[OH-].[Na+].Cl. The catalyst is CO. The product is [F:30][C:2]([F:1])([F:29])[O:3][C:4]1[CH:9]=[CH:8][C:7]([N:10]2[CH:14]=[N:13][C:12]([C:15]3[CH:20]=[CH:19][C:18](/[C:21](/[CH3:28])=[CH:22]/[C:23]([OH:25])=[O:24])=[CH:17][CH:16]=3)=[N:11]2)=[CH:6][CH:5]=1. The yield is 0.950. (3) The reactants are [OH:1][CH:2]1[CH2:5][N:4]([C:6]([O:8][C:9]([CH3:12])([CH3:11])[CH3:10])=[O:7])[CH2:3]1.[Br-].[K+].C(=O)(O)[O-].[Na+].Cl[O-].[Na+]. The catalyst is C(OCC)(=O)C.O.CC1(C)N([O])C(C)(C)CCC1. The product is [O:1]=[C:2]1[CH2:5][N:4]([C:6]([O:8][C:9]([CH3:12])([CH3:11])[CH3:10])=[O:7])[CH2:3]1. The yield is 0.970. (4) The reactants are [Br:1][C:2]1[C:7]([F:8])=[C:6]([Cl:9])[CH:5]=[CH:4][C:3]=1[C:10]([OH:22])=[C:11](C(OCC)=O)C(OCC)=O. The catalyst is CC(O)=O.O.OS(O)(=O)=O. The product is [Br:1][C:2]1[C:7]([F:8])=[C:6]([Cl:9])[CH:5]=[CH:4][C:3]=1[C:10](=[O:22])[CH3:11]. The yield is 0.840. (5) The reactants are [NH2:1][C:2]1[CH:7]=[C:6]([Cl:8])[CH:5]=[CH:4][C:3]=1[S:9][CH2:10][CH2:11][C:12]([N:14]([CH3:16])[CH3:15])=[O:13].[Cl:17][C:18]1[CH:23]=[CH:22][C:21]([S:24](Cl)(=[O:26])=[O:25])=[C:20]([F:28])[CH:19]=1. The catalyst is N1C=CC=CC=1. The product is [Cl:8][C:6]1[CH:5]=[CH:4][C:3]([S:9][CH2:10][CH2:11][C:12]([N:14]([CH3:15])[CH3:16])=[O:13])=[C:2]([NH:1][S:24]([C:21]2[CH:22]=[CH:23][C:18]([Cl:17])=[CH:19][C:20]=2[F:28])(=[O:26])=[O:25])[CH:7]=1. The yield is 0.750.